This data is from Full USPTO retrosynthesis dataset with 1.9M reactions from patents (1976-2016). The task is: Predict the reactants needed to synthesize the given product. Given the product [Br:10][C:11]1[N:31]=[CH:30][C:14]2[N:15]([C:32](=[O:34])[CH3:33])[C@@H:16]([CH3:29])[CH2:17][N:18]([S:19]([C:22]3[CH:23]=[CH:24][C:25]([CH3:26])=[CH:27][CH:28]=3)(=[O:21])=[O:20])[C:13]=2[CH:12]=1, predict the reactants needed to synthesize it. The reactants are: C(N(CC)C(C)C)(C)C.[Br:10][C:11]1[N:31]=[CH:30][C:14]2[NH:15][C@@H:16]([CH3:29])[CH2:17][N:18]([S:19]([C:22]3[CH:28]=[CH:27][C:25]([CH3:26])=[CH:24][CH:23]=3)(=[O:21])=[O:20])[C:13]=2[CH:12]=1.[C:32](Cl)(=[O:34])[CH3:33].